This data is from Kir2.1 potassium channel HTS with 301,493 compounds. The task is: Binary Classification. Given a drug SMILES string, predict its activity (active/inactive) in a high-throughput screening assay against a specified biological target. The molecule is S(c1[nH]c2c(CCC2)/c(c1C#N)=C1\C=CC(=O)C=C1)C. The result is 0 (inactive).